This data is from Catalyst prediction with 721,799 reactions and 888 catalyst types from USPTO. The task is: Predict which catalyst facilitates the given reaction. Reactant: [NH2:1][C:2]1[C:11]([NH2:12])=[CH:10][CH:9]=[CH:8][C:3]=1[C:4]([O:6][CH3:7])=[O:5].[I:13][C:14]1[C:19]([CH:20]=O)=[C:18]([O:22][CH3:23])[N:17]=[CH:16][CH:15]=1.O.C(=O)=O.II. Product: [CH3:7][O:6][C:4]([C:3]1[C:2]2[NH:1][C:20]([C:19]3[C:18]([O:22][CH3:23])=[N:17][CH:16]=[CH:15][C:14]=3[I:13])=[N:12][C:11]=2[CH:10]=[CH:9][CH:8]=1)=[O:5]. The catalyst class is: 475.